From a dataset of Full USPTO retrosynthesis dataset with 1.9M reactions from patents (1976-2016). Predict the reactants needed to synthesize the given product. (1) Given the product [I:30][C:31]1[CH:39]=[CH:38][C:34]([C:35]([NH:21][NH:20][C:18](=[O:19])[C:17]2[CH:16]=[CH:15][C:14]([N:11]3[CH2:12][CH2:13][N:8]([CH:5]4[CH2:6][CH2:7][CH:2]([CH3:1])[CH2:3][CH2:4]4)[CH2:9][CH2:10]3)=[CH:23][CH:22]=2)=[O:36])=[CH:33][CH:32]=1, predict the reactants needed to synthesize it. The reactants are: [CH3:1][CH:2]1[CH2:7][CH2:6][CH:5]([N:8]2[CH2:13][CH2:12][N:11]([C:14]3[CH:23]=[CH:22][C:17]([C:18]([NH:20][NH2:21])=[O:19])=[CH:16][CH:15]=3)[CH2:10][CH2:9]2)[CH2:4][CH2:3]1.N1C=CC=CC=1.[I:30][C:31]1[CH:39]=[CH:38][C:34]([C:35](Cl)=[O:36])=[CH:33][CH:32]=1.O. (2) Given the product [CH3:26][N:15]([C@@H:10]1[C@H:11]([CH3:14])[CH2:12][CH2:13][NH:8][CH2:9]1)[C:16]1[C:17]2[CH:25]=[CH:24][NH:23][C:18]=2[N:19]=[CH:20][N:21]=1, predict the reactants needed to synthesize it. The reactants are: C([N:8]1[CH2:13][CH2:12][C@@H:11]([CH3:14])[C@@H:10]([N:15]([CH3:26])[C:16]2[C:17]3[CH:25]=[CH:24][NH:23][C:18]=3[N:19]=[C:20](Cl)[N:21]=2)[CH2:9]1)C1C=CC=CC=1. (3) Given the product [F:6][C:5](=[C:25]1[CH:26]2[CH2:27][C:22]3([O:29][C:30](=[O:36])[CH2:31][C:32]([CH3:34])([CH3:33])[CH3:35])[CH2:21][CH:20]([CH2:28][CH:24]1[CH2:23]3)[CH2:19]2)[C:4]([O:3][CH2:1][CH3:2])=[O:15], predict the reactants needed to synthesize it. The reactants are: [CH2:1]([O:3][C:4](=[O:15])[CH:5](P(OCC)(OCC)=O)[F:6])[CH3:2].[H-].[Na+].O=[C:19]1[CH:26]2[CH2:27][C:22]3([O:29][C:30](=[O:36])[CH2:31][C:32]([CH3:35])([CH3:34])[CH3:33])[CH2:23][CH:24]([CH2:28][CH:20]1[CH2:21]3)[CH2:25]2. (4) Given the product [C:19]([C:21]1[CH:40]=[C:39]([C:2]2[N:3]=[C:4]([NH:8][C:9]3[CH:14]=[CH:13][C:12]([S:15]([CH3:18])(=[O:17])=[O:16])=[CH:11][CH:10]=3)[N:5]=[CH:6][N:7]=2)[CH:38]=[CH:37][C:22]=1[O:23][CH:24]1[CH2:29][CH2:28][N:27]([C:30]([O:32][C:33]([CH3:36])([CH3:35])[CH3:34])=[O:31])[CH2:26][CH2:25]1)#[N:20], predict the reactants needed to synthesize it. The reactants are: Cl[C:2]1[N:7]=[CH:6][N:5]=[C:4]([NH:8][C:9]2[CH:14]=[CH:13][C:12]([S:15]([CH3:18])(=[O:17])=[O:16])=[CH:11][CH:10]=2)[N:3]=1.[C:19]([C:21]1[CH:40]=[C:39](B2OC(C)(C)C(C)(C)O2)[CH:38]=[CH:37][C:22]=1[O:23][CH:24]1[CH2:29][CH2:28][N:27]([C:30]([O:32][C:33]([CH3:36])([CH3:35])[CH3:34])=[O:31])[CH2:26][CH2:25]1)#[N:20].C(=O)([O-])[O-].[Na+].[Na+]. (5) Given the product [N+:11]([C:8]1[CH:9]=[C:10]2[C:5](=[CH:6][CH:7]=1)[N:4]([CH2:14][O:15][CH2:16][CH2:17][Si:18]([CH3:21])([CH3:20])[CH3:19])[N:3]=[C:2]2[C:30]1[CH:35]=[CH:34][N:33]=[CH:32][CH:31]=1)([O-:13])=[O:12], predict the reactants needed to synthesize it. The reactants are: I[C:2]1[C:10]2[C:5](=[CH:6][CH:7]=[C:8]([N+:11]([O-:13])=[O:12])[CH:9]=2)[N:4]([CH2:14][O:15][CH2:16][CH2:17][Si:18]([CH3:21])([CH3:20])[CH3:19])[N:3]=1.CC1(C)C(C)(C)OB([C:30]2[CH:35]=[CH:34][N:33]=[CH:32][CH:31]=2)O1.C(=O)([O-])[O-].[K+].[K+].O. (6) Given the product [CH3:1][C:2]1[N:6]([CH2:7][C:8]2[CH:9]=[CH:10][C:11]([CH2:12][O:13][C:14]3[CH:19]=[CH:18][C:17]([CH2:20][CH2:21][C:22]([OH:24])=[O:23])=[CH:16][CH:15]=3)=[CH:26][CH:27]=2)[N:5]=[C:4]([C:28]2[CH:33]=[CH:32][CH:31]=[CH:30][CH:29]=2)[CH:3]=1, predict the reactants needed to synthesize it. The reactants are: [CH3:1][C:2]1[N:6]([CH2:7][C:8]2[CH:27]=[CH:26][C:11]([CH2:12][O:13][C:14]3[CH:19]=[CH:18][C:17]([CH2:20][CH2:21][C:22]([O:24]C)=[O:23])=[CH:16][CH:15]=3)=[CH:10][CH:9]=2)[N:5]=[C:4]([C:28]2[CH:33]=[CH:32][CH:31]=[CH:30][CH:29]=2)[CH:3]=1.Cl. (7) The reactants are: [NH2:1][C:2]1[CH:35]=[CH:34][C:5]([O:6][C:7]2[CH:12]=[CH:11][N:10]=[C:9]3[N:13]([CH2:25][C:26]4[CH:31]=[CH:30][C:29]([O:32][CH3:33])=[CH:28][CH:27]=4)[N:14]=[C:15]([N:16]4[CH2:21][CH2:20][CH:19]([N:22]([CH3:24])[CH3:23])[CH2:18][CH2:17]4)[C:8]=23)=[C:4]([F:36])[CH:3]=1.[F:37][C:38]1[CH:43]=[CH:42][C:41]([N:44]2[CH2:49][CH:48]3[C:46]([C:50](O)=[O:51])([CH2:47]3)[C:45]2=[O:53])=[CH:40][CH:39]=1.CCN=C=NCCCN(C)C.C1C=CC2N(O)N=NC=2C=1.[NH4+].[Cl-]. Given the product [CH3:23][N:22]([CH3:24])[CH:19]1[CH2:20][CH2:21][N:16]([C:15]2[C:8]3[C:9](=[N:10][CH:11]=[CH:12][C:7]=3[O:6][C:5]3[CH:34]=[CH:35][C:2]([NH:1][C:50]([C:46]45[CH2:47][CH:48]4[CH2:49][N:44]([C:41]4[CH:42]=[CH:43][C:38]([F:37])=[CH:39][CH:40]=4)[C:45]5=[O:53])=[O:51])=[CH:3][C:4]=3[F:36])[N:13]([CH2:25][C:26]3[CH:27]=[CH:28][C:29]([O:32][CH3:33])=[CH:30][CH:31]=3)[N:14]=2)[CH2:17][CH2:18]1, predict the reactants needed to synthesize it. (8) Given the product [CH2:11]([C:8]1[N:7]=[C:6]([C:4]([OH:5])=[O:3])[O:10][N:9]=1)[C:12]1[CH:13]=[CH:14][CH:15]=[CH:16][CH:17]=1, predict the reactants needed to synthesize it. The reactants are: C([O:3][C:4]([C:6]1[O:10][N:9]=[C:8]([CH2:11][C:12]2[CH:17]=[CH:16][CH:15]=[CH:14][CH:13]=2)[N:7]=1)=[O:5])C.O.[OH-].[Li+].